From a dataset of Full USPTO retrosynthesis dataset with 1.9M reactions from patents (1976-2016). Predict the reactants needed to synthesize the given product. (1) Given the product [OH:23][C:21]1[CH:22]=[C:13]([C:3]2[C:4]([C:7]3[CH:8]=[CH:9][CH:10]=[CH:11][CH:12]=3)=[N:5][O:6][C:2]=2[CH3:1])[CH:14]=[C:15]2[C:20]=1[N:19]=[CH:18][NH:17][C:16]2=[O:40], predict the reactants needed to synthesize it. The reactants are: [CH3:1][C:2]1[O:6][N:5]=[C:4]([C:7]2[CH:12]=[CH:11][CH:10]=[CH:9][CH:8]=2)[C:3]=1[C:13]1[CH:14]=[C:15]2[C:20](=[C:21]([O:23]COCC[Si](C)(C)C)[CH:22]=1)[N:19]=[CH:18][N:17](COCC[Si](C)(C)C)[C:16]2=[O:40]. (2) Given the product [CH3:1][C:2]1[C:10]2[C:9](=[O:11])[NH:8][CH:7]=[N:6][C:5]=2[S:4][C:3]=1[C:12]([N:19]1[CH2:23][CH2:22][CH2:21][CH2:20]1)=[O:14], predict the reactants needed to synthesize it. The reactants are: [CH3:1][C:2]1[C:10]2[C:9](=[O:11])[NH:8][CH:7]=[N:6][C:5]=2[S:4][C:3]=1[C:12]([OH:14])=O.S(Cl)(Cl)=O.[NH:19]1[CH2:23][CH2:22][CH2:21][CH2:20]1. (3) Given the product [CH3:49][N:46]1[CH2:45][CH2:44][N:43]([CH2:42][CH2:41][CH2:40][NH:39][C:2]2[C:15]3[C:14](=[O:16])[N:13]([CH2:17][CH2:18][N:19]4[CH2:24][CH2:23][O:22][CH2:21][CH2:20]4)[C:12](=[O:25])[C:11]4=[CH:26][C:27]([NH:39][CH2:40][CH2:41][CH2:42][N:43]5[CH2:44][CH2:45][N:46]([CH3:49])[CH2:47][CH2:48]5)=[C:8]5[C:9]([C:10]=34)=[C:4]([C:5](=[O:38])[N:6]([CH2:30][CH2:31][N:32]3[CH2:37][CH2:36][O:35][CH2:34][CH2:33]3)[C:7]5=[O:29])[CH:3]=2)[CH2:48][CH2:47]1, predict the reactants needed to synthesize it. The reactants are: Br[C:2]1[C:15]2[C:14](=[O:16])[N:13]([CH2:17][CH2:18][N:19]3[CH2:24][CH2:23][O:22][CH2:21][CH2:20]3)[C:12](=[O:25])[C:11]3=[CH:26][C:27](Br)=[C:8]4[C:9]([C:10]=23)=[C:4]([C:5](=[O:38])[N:6]([CH2:30][CH2:31][N:32]2[CH2:37][CH2:36][O:35][CH2:34][CH2:33]2)[C:7]4=[O:29])[CH:3]=1.[NH2:39][CH2:40][CH2:41][CH2:42][N:43]1[CH2:48][CH2:47][N:46]([CH3:49])[CH2:45][CH2:44]1. (4) Given the product [CH3:27][C:28]([CH3:32])([CH3:31])[CH:29]([C:20]1[O:16][C:17]([C:21]2[CH:22]=[N:23][CH:24]=[CH:25][CH:26]=2)=[N:18][N:19]=1)[OH:30], predict the reactants needed to synthesize it. The reactants are: C([Li])CCC.CC1(C)CCCC(C)(C)N1.[O:16]1[CH:20]=[N:19][N:18]=[C:17]1[C:21]1[CH:22]=[N:23][CH:24]=[CH:25][CH:26]=1.[CH3:27][C:28]([CH3:32])([CH3:31])[CH:29]=[O:30].